This data is from TCR-epitope binding with 47,182 pairs between 192 epitopes and 23,139 TCRs. The task is: Binary Classification. Given a T-cell receptor sequence (or CDR3 region) and an epitope sequence, predict whether binding occurs between them. (1) The TCR CDR3 sequence is CASSLDLGTGGNDEQYF. The epitope is KMQRMLLEK. Result: 0 (the TCR does not bind to the epitope). (2) The epitope is ALSKGVHFV. The TCR CDR3 sequence is CASSTFIGAEDIQYF. Result: 1 (the TCR binds to the epitope).